From a dataset of Full USPTO retrosynthesis dataset with 1.9M reactions from patents (1976-2016). Predict the reactants needed to synthesize the given product. (1) Given the product [CH2:1]([N:8]1[C:16]2[C:11](=[CH:12][C:13]([C:17]3[CH:18]=[CH:19][C:20]([O:23][C:24]([F:27])([F:26])[F:25])=[CH:21][CH:22]=3)=[CH:14][CH:15]=2)[C:10]([C:28](=[O:34])[C:29]([NH:42][CH2:35][C:68]([OH:69])=[O:71])=[O:30])=[CH:9]1)[C:2]1[CH:7]=[CH:6][CH:5]=[CH:4][CH:3]=1, predict the reactants needed to synthesize it. The reactants are: [CH2:1]([N:8]1[C:16]2[C:11](=[CH:12][C:13]([C:17]3[CH:22]=[CH:21][C:20]([O:23][C:24]([F:27])([F:26])[F:25])=[CH:19][CH:18]=3)=[CH:14][CH:15]=2)[C:10]([C:28](=[O:34])[C:29](OCC)=[O:30])=[CH:9]1)[C:2]1[CH:7]=[CH:6][CH:5]=[CH:4][CH:3]=1.[CH2:35]([N:42]1C2C(=CC(C3C=CC(OC(F)(F)F)=CC=3)=CC=2)C=C1)C1C=CC=CC=1.C(Cl)(=O)C(Cl)=O.[C:68](=[O:71])(O)[O-:69].[Na+]. (2) Given the product [Cl:26][C:27]1[C:28]([NH:51][C@@H:52]2[CH2:57][CH2:56][CH2:55][CH2:54][C@H:53]2[NH:58][S:59]([CH3:62])(=[O:60])=[O:61])=[N:29][C:30]([NH:33][C:34]2[C:35]([O:49][CH3:50])=[CH:36][C:37]3[CH2:43][N:42]([CH2:44][CH3:45])[CH2:41][CH2:40][N:39]([CH2:46][CH3:47])[C:38]=3[CH:48]=2)=[N:31][CH:32]=1, predict the reactants needed to synthesize it. The reactants are: C(N1C2C=C(N)C(OC)=CC=2CN(CC)CC1)C.OC(C(F)(F)F)=O.[Cl:26][C:27]1[C:28]([NH:51][C@@H:52]2[CH2:57][CH2:56][CH2:55][CH2:54][C@H:53]2[NH:58][S:59]([CH3:62])(=[O:61])=[O:60])=[N:29][C:30]([NH:33][C:34]2[C:35]([O:49][CH3:50])=[CH:36][C:37]3[CH2:43][N:42]([CH2:44][CH3:45])[CH2:41][CH2:40][N:39]([CH2:46][CH3:47])[C:38]=3[CH:48]=2)=[N:31][CH:32]=1.